This data is from Full USPTO retrosynthesis dataset with 1.9M reactions from patents (1976-2016). The task is: Predict the reactants needed to synthesize the given product. Given the product [F:15][C:14]([F:17])([F:16])[C:11]1[CH:12]=[CH:13][C:8]([C:6]2[O:5][N:4]=[C:3]([CH2:2][S:33][C:30]3[CH:31]=[CH:32][C:23]([O:22][CH2:21][C:20]([OH:34])=[O:19])=[C:24]4[C:29]=3[O:28][CH2:27][CH2:26][CH2:25]4)[CH:7]=2)=[CH:9][CH:10]=1, predict the reactants needed to synthesize it. The reactants are: Cl[CH2:2][C:3]1[CH:7]=[C:6]([C:8]2[CH:13]=[CH:12][C:11]([C:14]([F:17])([F:16])[F:15])=[CH:10][CH:9]=2)[O:5][N:4]=1.C[O:19][C:20](=[O:34])[CH2:21][O:22][C:23]1[CH:32]=[CH:31][C:30]([SH:33])=[C:29]2[C:24]=1[CH2:25][CH2:26][CH2:27][O:28]2.